Dataset: Full USPTO retrosynthesis dataset with 1.9M reactions from patents (1976-2016). Task: Predict the reactants needed to synthesize the given product. (1) Given the product [CH3:42][N:43]1[C:48]2[CH:49]=[CH:50][C:51]([S:53]([O:1][C:2]3[CH:10]=[CH:9][C:8]([C:11]4[N:12]([C:27]([O:29][C:30]([CH3:31])([CH3:33])[CH3:32])=[O:28])[C:13]5[C:18]([CH:19]=4)=[CH:17][C:16]([CH2:20][N:21]4[CH2:26][CH2:25][CH2:24][CH2:23][CH2:22]4)=[CH:15][CH:14]=5)=[C:7]4[C:3]=3[CH2:4][NH:5][C:6]4=[O:34])(=[O:55])=[O:54])=[CH:52][C:47]=2[O:46][CH2:45][CH2:44]1, predict the reactants needed to synthesize it. The reactants are: [OH:1][C:2]1[CH:10]=[CH:9][C:8]([C:11]2[N:12]([C:27]([O:29][C:30]([CH3:33])([CH3:32])[CH3:31])=[O:28])[C:13]3[C:18]([CH:19]=2)=[CH:17][C:16]([CH2:20][N:21]2[CH2:26][CH2:25][CH2:24][CH2:23][CH2:22]2)=[CH:15][CH:14]=3)=[C:7]2[C:3]=1[CH2:4][NH:5][C:6]2=[O:34].C(N(CC)CC)C.[CH3:42][N:43]1[C:48]2[CH:49]=[CH:50][C:51]([S:53](Cl)(=[O:55])=[O:54])=[CH:52][C:47]=2[O:46][CH2:45][CH2:44]1. (2) Given the product [F:1][C:2]1[CH:7]=[C:6]([F:8])[CH:5]=[CH:4][C:3]=1[NH:9][C:10]([NH:17][CH2:12][C:13]([CH3:16])([CH3:15])[CH3:14])=[S:11], predict the reactants needed to synthesize it. The reactants are: [F:1][C:2]1[CH:7]=[C:6]([F:8])[CH:5]=[CH:4][C:3]=1[N:9]=[C:10]=[S:11].[CH2:12]([NH2:17])[C:13]([CH3:16])([CH3:15])[CH3:14]. (3) Given the product [Br:9][CH2:8][C:6]1[CH:5]=[CH:4][N:3]=[C:2]([F:1])[CH:7]=1, predict the reactants needed to synthesize it. The reactants are: [F:1][C:2]1[CH:7]=[C:6]([CH3:8])[CH:5]=[CH:4][N:3]=1.[Br:9]N1C(=O)CCC1=O.N(C1(C#N)CCCCC1)=NC1(C#N)CCCCC1. (4) Given the product [OH:1][C:2]1[CH:3]=[C:4]([C:9](=[O:12])[CH2:10][CH3:11])[CH:5]=[CH:6][C:7]=1[O:8][CH3:13], predict the reactants needed to synthesize it. The reactants are: [OH:1][C:2]1[CH:3]=[C:4]([C:9](=[O:12])[CH2:10][CH3:11])[CH:5]=[CH:6][C:7]=1[OH:8].[C:13]([O-])([O-])=O.[K+].[K+].CI. (5) Given the product [CH3:17][N:18]([CH3:20])[CH:19]=[CH:10][C:7]1[CH:8]=[CH:9][C:4]([C:3]([NH:2][CH3:1])=[O:14])=[CH:5][C:6]=1[N+:11]([O-:13])=[O:12], predict the reactants needed to synthesize it. The reactants are: [CH3:1][NH:2][C:3](=[O:14])[C:4]1[CH:9]=[CH:8][C:7]([CH3:10])=[C:6]([N+:11]([O-:13])=[O:12])[CH:5]=1.CO[CH:17](OC)[N:18]([CH3:20])[CH3:19]. (6) Given the product [CH3:1][O:2][CH2:3][C:4]1[CH:9]=[CH:8][C:7]([C:10]2[N:11]=[C:12]([NH2:20])[N:13]=[N:14][CH:15]=2)=[CH:6][CH:5]=1, predict the reactants needed to synthesize it. The reactants are: [CH3:1][O:2][CH2:3][C:4]1[CH:9]=[CH:8][C:7]([C:10]2[N:11]=[C:12](S(C)(=O)=O)[N:13]=[N:14][CH:15]=2)=[CH:6][CH:5]=1.[NH3:20].